Dataset: CYP3A4 inhibition data for predicting drug metabolism from PubChem BioAssay. Task: Regression/Classification. Given a drug SMILES string, predict its absorption, distribution, metabolism, or excretion properties. Task type varies by dataset: regression for continuous measurements (e.g., permeability, clearance, half-life) or binary classification for categorical outcomes (e.g., BBB penetration, CYP inhibition). Dataset: cyp3a4_veith. (1) The molecule is COC(=O)[C@H]1[C@H](OC)[C@@H](OC(=O)/C=C\c2cc(OC)c(OC)c(OC)c2)C[C@H]2CN3CCc4c([nH]c5cc(OC)ccc45)[C@@H]3C[C@H]21. The result is 0 (non-inhibitor). (2) The result is 1 (inhibitor). The drug is O=C1CC(c2cccs2)c2cc3c(cc2N1)OCO3. (3) The molecule is CC1(C)N=C(N)N=C(N)N1CCCCc1ccccc1. The result is 0 (non-inhibitor). (4) The drug is CCn1c(SCc2nc3ccccc3[nH]2)nnc1-c1ccc(OC)cc1. The result is 1 (inhibitor). (5) The compound is C[C@]12C=CC(=O)C=C1CC[C@@H]1[C@H]3C[C@@H](O)[C@](O)(C(=O)CO)[C@@]3(C)C[C@H](O)[C@]12F. The result is 0 (non-inhibitor). (6) The result is 0 (non-inhibitor). The compound is CC[C@@H](CO)NC(=O)[C@H]1C=C2c3cccc4c3c(cn4C)C[C@H]2N(C)C1. (7) The molecule is COC(=O)CN(c1ccccn1)S(=O)(=O)c1ccccc1. The result is 0 (non-inhibitor). (8) The molecule is Cn1c(=O)c2[nH]c(CCCCc3nc4c([nH]3)c(=O)n(C)c(=S)n4C)nc2n(C)c1=S. The result is 1 (inhibitor). (9) The molecule is COc1cc(-c2nnc(SCC(=O)Nc3ccc4c(c3)OCCO4)o2)cc(OC)c1OC. The result is 1 (inhibitor).